This data is from Forward reaction prediction with 1.9M reactions from USPTO patents (1976-2016). The task is: Predict the product of the given reaction. (1) Given the reactants [CH3:1][O:2][C:3]1[C:8]2[O:9][CH2:10][CH2:11][O:12][C:7]=2[C:6]([C:13]2[CH2:18][CH2:17][CH:16]([C:19]([OH:21])=[O:20])[CH2:15][CH:14]=2)=[CH:5][CH:4]=1.S(=O)(=O)(O)O.[C:27](OCC)(=O)[CH3:28].O, predict the reaction product. The product is: [CH2:27]([O:20][C:19]([CH:16]1[CH2:17][CH2:18][C:13]([C:6]2[C:7]3[O:12][CH2:11][CH2:10][O:9][C:8]=3[C:3]([O:2][CH3:1])=[CH:4][CH:5]=2)=[CH:14][CH2:15]1)=[O:21])[CH3:28]. (2) Given the reactants [CH2:1]([O:8][C:9]1[C:10]([C:41]([O:43]C)=[O:42])=[N:11][C:12]([C:15]2[C:16]([N:35]([CH3:40])[S:36]([CH3:39])(=[O:38])=[O:37])=[CH:17][C:18]3[O:22][C:21]([C:23]4[CH:28]=[CH:27][C:26]([F:29])=[CH:25][CH:24]=4)=[C:20]([C:30](=[O:33])[NH:31][CH3:32])[C:19]=3[CH:34]=2)=[CH:13][CH:14]=1)[C:2]1[CH:7]=[CH:6][CH:5]=[CH:4][CH:3]=1.O[Li].O, predict the reaction product. The product is: [CH2:1]([O:8][C:9]1[C:10]([C:41]([OH:43])=[O:42])=[N:11][C:12]([C:15]2[C:16]([N:35]([CH3:40])[S:36]([CH3:39])(=[O:37])=[O:38])=[CH:17][C:18]3[O:22][C:21]([C:23]4[CH:24]=[CH:25][C:26]([F:29])=[CH:27][CH:28]=4)=[C:20]([C:30](=[O:33])[NH:31][CH3:32])[C:19]=3[CH:34]=2)=[CH:13][CH:14]=1)[C:2]1[CH:3]=[CH:4][CH:5]=[CH:6][CH:7]=1. (3) Given the reactants [Cl:1][C:2]1[C:7]([F:8])=[CH:6][CH:5]=[C:4]([Cl:9])[C:3]=1[CH:10]([C:12]1[C:20]2[C:15](=[N:16][CH:17]=[C:18]([C:21]3[CH:22]=[N:23][N:24]([CH:26]4[CH2:31][CH2:30][NH:29][CH2:28][CH2:27]4)[CH:25]=3)[N:19]=2)[NH:14][CH:13]=1)[CH3:11].[CH:32](O)=[O:33].CN(C(ON1N=NC2C=CC=CC1=2)=[N+](C)C)C.[B-](F)(F)(F)F.CCN(C(C)C)C(C)C.C(Cl)Cl.Cl.CCOCC, predict the reaction product. The product is: [Cl:1][C:2]1[C:7]([F:8])=[CH:6][CH:5]=[C:4]([Cl:9])[C:3]=1[CH:10]([C:12]1[C:20]2[C:15](=[N:16][CH:17]=[C:18]([C:21]3[CH:22]=[N:23][N:24]([CH:26]4[CH2:31][CH2:30][N:29]([CH:32]=[O:33])[CH2:28][CH2:27]4)[CH:25]=3)[N:19]=2)[NH:14][CH:13]=1)[CH3:11]. (4) Given the reactants C(NC(C)C)(C)C.[Cl:8][C:9]1[CH:16]=[C:15]([N:17]2[C:21](=[O:22])[CH2:20][C@H:19]([OH:23])[C@@H:18]2[CH3:24])[CH:14]=[CH:13][C:10]=1[C:11]#[N:12].[CH3:25][C:26]([CH3:28])=[O:27].C(O)(=O)C, predict the reaction product. The product is: [Cl:8][C:9]1[CH:16]=[C:15]([N:17]2[C:21](=[O:22])[C@@H:20]([C:26]([OH:27])([CH3:28])[CH3:25])[C@H:19]([OH:23])[C@@H:18]2[CH3:24])[CH:14]=[CH:13][C:10]=1[C:11]#[N:12]. (5) The product is: [CH:20]1([C:2]2[C:7]([F:8])=[C:6]([CH:9]=[O:10])[C:5]([O:11][CH3:12])=[CH:4][C:3]=2[C:13]2[CH:18]=[CH:17][C:16]([F:19])=[CH:15][CH:14]=2)[CH2:22][CH2:21]1. Given the reactants Br[C:2]1[C:7]([F:8])=[C:6]([CH:9]=[O:10])[C:5]([O:11][CH3:12])=[CH:4][C:3]=1[C:13]1[CH:18]=[CH:17][C:16]([F:19])=[CH:15][CH:14]=1.[CH:20]1(B(O)O)[CH2:22][CH2:21]1, predict the reaction product. (6) The product is: [Br:35][C:2]1[CH:3]=[C:4]([C:2]23[CH2:3][C:4]4([CH3:26])[CH2:10][C:8]([C:11]56[CH2:21][C:15]7([CH3:22])[CH2:16][C:17]([C:28]8[CH:33]=[C:32]([Br:38])[CH:31]=[C:30]([Br:34])[CH:29]=8)([CH2:19][C:13]([CH3:23])([CH2:14]7)[CH2:12]5)[CH2:18]6)([CH2:7][C:6]([CH3:25])([CH2:5]4)[CH2:24]2)[CH2:9]3)[CH:5]=[C:6]([Br:37])[CH:24]=1. Given the reactants Br[C:2]12[CH2:24][C:6]3([CH3:25])[CH2:7][C:8]([C:11]45[CH2:21][C:15]6([CH3:22])[CH2:16][C:17](Br)([CH2:19][C:13]([CH3:23])([CH2:14]6)[CH2:12]4)[CH2:18]5)([CH2:10][C:4]([CH3:26])([CH2:5]3)[CH2:3]1)[CH2:9]2.Br[C:28]1[CH:33]=[CH:32][CH:31]=[C:30]([Br:34])[CH:29]=1.[Br-:35].[Al+3].[Br-:37].[Br-:38], predict the reaction product. (7) Given the reactants [NH2:1][C:2]1[CH:3]=[C:4]([CH:9]=[CH:10][C:11]=1[NH2:12])[C:5]([O:7][CH3:8])=[O:6].Br[C:14]#[N:15], predict the reaction product. The product is: [CH3:8][O:7][C:5]([C:4]1[CH:9]=[CH:10][C:11]2[NH:12][C:14]([NH2:15])=[N:1][C:2]=2[CH:3]=1)=[O:6].